The task is: Predict the reaction yield, written as a fraction of the theoretical maximum amount of product (1.0 means a 100% yield; for example, 0.34 means a 34% yield).. This data is from Buchwald-Hartwig C-N cross coupling reaction yields with 55,370 reactions. (1) The reactants are Clc1cccnc1.Cc1ccc(N)cc1.O=S(=O)(O[Pd]1c2ccccc2-c2ccccc2N~1)C(F)(F)F.CC(C)c1cc(C(C)C)c(-c2ccccc2P(C(C)(C)C)C(C)(C)C)c(C(C)C)c1.CN(C)C(=NC(C)(C)C)N(C)C.c1ccc(CN(Cc2ccccc2)c2ccno2)cc1. No catalyst specified. The product is Cc1ccc(Nc2cccnc2)cc1. The yield is 0.0225. (2) The reactants are Clc1cccnc1.Cc1ccc(N)cc1.O=S(=O)(O[Pd]1c2ccccc2-c2ccccc2N~1)C(F)(F)F.COc1ccc(OC)c(P([C@]23C[C@H]4C[C@H](C[C@H](C4)C2)C3)[C@]23C[C@H]4C[C@H](C[C@H](C4)C2)C3)c1-c1c(C(C)C)cc(C(C)C)cc1C(C)C.CN1CCCN2CCCN=C12.Cc1ccno1. The product is Cc1ccc(Nc2cccnc2)cc1. No catalyst specified. The yield is 0.113. (3) The reactants are CCc1ccc(Br)cc1.Cc1ccc(N)cc1.O=S(=O)(O[Pd]1c2ccccc2-c2ccccc2N~1)C(F)(F)F.CC(C)c1cc(C(C)C)c(-c2ccccc2P(C2CCCCC2)C2CCCCC2)c(C(C)C)c1.CCN=P(N=P(N(C)C)(N(C)C)N(C)C)(N(C)C)N(C)C.COC(=O)c1cc(-c2cccs2)on1. No catalyst specified. The product is CCc1ccc(Nc2ccc(C)cc2)cc1. The yield is 0.222. (4) The reactants are COc1ccc(Cl)cc1.Cc1ccc(N)cc1.O=S(=O)(O[Pd]1c2ccccc2-c2ccccc2N~1)C(F)(F)F.COc1ccc(OC)c(P(C(C)(C)C)C(C)(C)C)c1-c1c(C(C)C)cc(C(C)C)cc1C(C)C.CN1CCCN2CCCN=C12.CCOC(=O)c1cc(C)no1. No catalyst specified. The product is COc1ccc(Nc2ccc(C)cc2)cc1. The yield is 0.